This data is from Full USPTO retrosynthesis dataset with 1.9M reactions from patents (1976-2016). The task is: Predict the reactants needed to synthesize the given product. Given the product [CH3:30][O:31][C:32](=[O:54])[C@@H:33]([NH:37][S:38]([C:41]1[CH:46]=[CH:45][C:44]([C:47]2[CH:48]=[CH:49][C:50]([NH:53][C:12]([C:10]3[O:11][C:7]4[CH:6]=[CH:5][C:4]([C:1](=[O:3])[CH3:2])=[C:16]([O:17][CH3:18])[C:8]=4[C:9]=3[CH3:15])=[O:14])=[CH:51][CH:52]=2)=[CH:43][CH:42]=1)(=[O:40])=[O:39])[CH:34]([CH3:36])[CH3:35], predict the reactants needed to synthesize it. The reactants are: [C:1]([C:4]1[CH:5]=[CH:6][C:7]2[O:11][C:10]([C:12]([OH:14])=O)=[C:9]([CH3:15])[C:8]=2[C:16]=1[O:17][CH3:18])(=[O:3])[CH3:2].C(Cl)(=O)C(Cl)=O.CN(C=O)C.[CH3:30][O:31][C:32](=[O:54])[C@@H:33]([NH:37][S:38]([C:41]1[CH:46]=[CH:45][C:44]([C:47]2[CH:52]=[CH:51][C:50]([NH2:53])=[CH:49][CH:48]=2)=[CH:43][CH:42]=1)(=[O:40])=[O:39])[CH:34]([CH3:36])[CH3:35].